This data is from Forward reaction prediction with 1.9M reactions from USPTO patents (1976-2016). The task is: Predict the product of the given reaction. (1) Given the reactants [Cl:1][C:2]1[C:3]([C:17]2[CH:22]=[C:21]([Cl:23])[CH:20]=[CH:19][C:18]=2[C:24]#[N:25])=[CH:4][C:5](=[O:16])[N:6]([CH:8]([CH2:12][CH2:13][O:14][CH3:15])[C:9](O)=[O:10])[CH:7]=1.[CH:26]1[N:27]=[CH:28][N:29]2[CH:34]=[C:33]([NH2:35])[CH:32]=[CH:31][C:30]=12, predict the reaction product. The product is: [Cl:1][C:2]1[C:3]([C:17]2[CH:22]=[C:21]([Cl:23])[CH:20]=[CH:19][C:18]=2[C:24]#[N:25])=[CH:4][C:5](=[O:16])[N:6]([CH:8]([CH2:12][CH2:13][O:14][CH3:15])[C:9]([NH:35][C:33]2[CH:32]=[CH:31][C:30]3[N:29]([CH:28]=[N:27][CH:26]=3)[CH:34]=2)=[O:10])[CH:7]=1. (2) Given the reactants [CH3:1][O:2][C:3]1[CH:4]=[C:5]2[C:10](=[CH:11][C:12]=1[O:13][CH3:14])[NH:9][C:8](=[O:15])[C:7]([C:16]([NH:18][C:19]1[CH:20]=[C:21]([CH:25]=[CH:26][C:27]=1[CH3:28])[C:22](O)=[O:23])=[O:17])=[CH:6]2.CN(C(ON1N=NC2C=CC=NC1=2)=[N+](C)C)C.F[P-](F)(F)(F)(F)F.[C:53]([O:57][C:58](=[O:63])[NH:59][CH2:60][CH2:61][NH2:62])([CH3:56])([CH3:55])[CH3:54].C(=O)(O)[O-].[Na+], predict the reaction product. The product is: [C:53]([O:57][C:58](=[O:63])[NH:59][CH2:60][CH2:61][NH:62][C:22](=[O:23])[C:21]1[CH:25]=[CH:26][C:27]([CH3:28])=[C:19]([NH:18][C:16]([C:7]2[C:8](=[O:15])[NH:9][C:10]3[C:5]([CH:6]=2)=[CH:4][C:3]([O:2][CH3:1])=[C:12]([O:13][CH3:14])[CH:11]=3)=[O:17])[CH:20]=1)([CH3:56])([CH3:54])[CH3:55]. (3) Given the reactants [N+:1]([C:4]1[CH:5]=[C:6]([CH:10]2[CH:15]3[CH:11]2[CH2:12][N:13]([CH2:17][CH2:18][CH2:19][C:20]2[CH:25]=[CH:24][CH:23]=[CH:22][CH:21]=2)[C:14]3=O)[CH:7]=[CH:8][CH:9]=1)([O-])=O.[H-].[Al+3].[Li+].[H-].[H-].[H-].Cl.[OH-].[Na+], predict the reaction product. The product is: [C:20]1([CH2:19][CH2:18][CH2:17][N:13]2[CH2:12][CH:11]3[CH:15]([CH:10]3[C:6]3[CH:5]=[C:4]([NH2:1])[CH:9]=[CH:8][CH:7]=3)[CH2:14]2)[CH:21]=[CH:22][CH:23]=[CH:24][CH:25]=1. (4) Given the reactants ClCCl.[CH3:4][C:5]1[C:12]([NH2:13])=[C:8]2[S:9][CH:10]=[CH:11][N:7]2[N:6]=1.[C:14](O[C:14]([O:16][C:17]([CH3:20])([CH3:19])[CH3:18])=[O:15])([O:16][C:17]([CH3:20])([CH3:19])[CH3:18])=[O:15].CN, predict the reaction product. The product is: [C:17]([O:16][C:14](=[O:15])[NH:13][C:12]1[C:5]([CH3:4])=[N:6][N:7]2[CH:11]=[CH:10][S:9][C:8]=12)([CH3:20])([CH3:19])[CH3:18]. (5) Given the reactants [Si:1]([O:8][C:9]1[C:10]([F:24])=[C:11](B(O)O)[CH:12]=[CH:13][C:14]=1[CH:15]1[CH2:20][CH2:19][CH2:18][CH2:17][CH2:16]1)([C:4]([CH3:7])([CH3:6])[CH3:5])([CH3:3])[CH3:2].Br[C:26]1[N:27]=[CH:28][C:29]([NH2:32])=[N:30][CH:31]=1.C([O-])([O-])=O.[K+].[K+].C(Cl)Cl, predict the reaction product. The product is: [Si:1]([O:8][C:9]1[C:10]([F:24])=[C:11]([C:26]2[N:27]=[CH:28][C:29]([NH2:32])=[N:30][CH:31]=2)[CH:12]=[CH:13][C:14]=1[CH:15]1[CH2:20][CH2:19][CH2:18][CH2:17][CH2:16]1)([C:4]([CH3:7])([CH3:6])[CH3:5])([CH3:3])[CH3:2]. (6) Given the reactants [CH3:1][O:2][C:3]1[CH:8]=[CH:7][C:6]([S:9]([N:12]2[CH2:17][CH2:16][NH:15][CH2:14][CH2:13]2)(=[O:11])=[O:10])=[CH:5][CH:4]=1.C([O-])([O-])=O.[K+].[K+].Br[CH2:25][C:26]#[N:27].ClCCCl.CCO, predict the reaction product. The product is: [CH3:1][O:2][C:3]1[CH:8]=[CH:7][C:6]([S:9]([N:12]2[CH2:17][CH2:16][N:15]([CH2:25][C:26]#[N:27])[CH2:14][CH2:13]2)(=[O:11])=[O:10])=[CH:5][CH:4]=1. (7) Given the reactants [CH3:1][N:2]([CH3:14])[C@@H:3]([CH3:13])[CH2:4][O:5][C:6]1[CH:7]=[CH:8][C:9]([F:12])=[N:10][CH:11]=1.O.[C:16]1([CH3:26])[CH:21]=[CH:20][C:19]([S:22]([OH:25])(=[O:24])=[O:23])=[CH:18][CH:17]=1.C(OCC)C, predict the reaction product. The product is: [C:16]1([CH3:26])[CH:17]=[CH:18][C:19]([S:22]([OH:25])(=[O:23])=[O:24])=[CH:20][CH:21]=1.[CH3:1][N:2]([CH3:14])[C@@H:3]([CH3:13])[CH2:4][O:5][C:6]1[CH:7]=[CH:8][C:9]([F:12])=[N:10][CH:11]=1.